Dataset: Reaction yield outcomes from USPTO patents with 853,638 reactions. Task: Predict the reaction yield, written as a fraction of the theoretical maximum amount of product (1.0 means a 100% yield; for example, 0.34 means a 34% yield). (1) The reactants are Cl.[CH3:2][N:3]1[CH2:8][CH2:7][N:6]([C:9]2[CH:14]=[CH:13][C:12]([NH:15][C:16]3[N:17]=[C:18]([O:25][C:26]4[CH:31]=[CH:30][CH:29]=[C:28]([N+:32]([O-])=O)[CH:27]=4)[C:19]4[S:24][CH:23]=[CH:22][C:20]=4[N:21]=3)=[CH:11][CH:10]=2)[CH2:5][CH2:4]1. The catalyst is C(O)C.[Fe]. The product is [NH2:32][C:28]1[CH:27]=[C:26]([CH:31]=[CH:30][CH:29]=1)[O:25][C:18]1[C:19]2[S:24][CH:23]=[CH:22][C:20]=2[N:21]=[C:16]([NH:15][C:12]2[CH:11]=[CH:10][C:9]([N:6]3[CH2:5][CH2:4][N:3]([CH3:2])[CH2:8][CH2:7]3)=[CH:14][CH:13]=2)[N:17]=1. The yield is 0.678. (2) The reactants are [N+:1]([C:4]1[CH:13]=[CH:12][C:7]2[O:8][CH2:9][CH2:10][NH:11][C:6]=2[CH:5]=1)([O-:3])=[O:2].[H-].[Na+].Cl.Cl[CH2:18][CH2:19][N:20]([CH3:22])[CH3:21]. The catalyst is CN(C=O)C. The product is [CH3:21][N:20]([CH3:22])[CH2:19][CH2:18][N:11]1[CH2:10][CH2:9][O:8][C:7]2[CH:12]=[CH:13][C:4]([N+:1]([O-:3])=[O:2])=[CH:5][C:6]1=2. The yield is 0.328. (3) The reactants are [CH3:1][C:2]1[CH:7]=[CH:6][N:5]=[CH:4][C:3]=1[N:8]1[CH2:12][CH2:11][NH:10][C:9]1=[O:13].Br[C:15]1[CH:16]=[CH:17][C:18]([F:21])=[N:19][CH:20]=1.N[C@@H]1CCCC[C@H]1N.C(=O)([O-])[O-].[K+].[K+]. The catalyst is [Cu](I)I.O1CCOCC1. The product is [F:21][C:18]1[N:19]=[CH:20][C:15]([N:10]2[CH2:11][CH2:12][N:8]([C:3]3[CH:4]=[N:5][CH:6]=[CH:7][C:2]=3[CH3:1])[C:9]2=[O:13])=[CH:16][CH:17]=1. The yield is 0.715. (4) The reactants are [S:1]1[C:6]2[CH:7]=[CH:8][CH:9]=[CH:10][C:5]=2[NH:4][C:3](=[O:11])[CH2:2]1.Br[CH2:13][C@H:14]([CH3:24])[CH2:15][O:16][Si:17]([C:20]([CH3:23])([CH3:22])[CH3:21])([CH3:19])[CH3:18].C(=O)([O-])[O-].[Cs+].[Cs+]. The catalyst is CN(C=O)C. The product is [Si:17]([O:16][CH2:15][C@@H:14]([CH3:24])[CH2:13][N:4]1[C:5]2[CH:10]=[CH:9][CH:8]=[CH:7][C:6]=2[S:1][CH2:2][C:3]1=[O:11])([C:20]([CH3:21])([CH3:22])[CH3:23])([CH3:18])[CH3:19]. The yield is 0.700. (5) The reactants are [CH:1]12[CH2:7][CH:4]([CH:5]=[CH:6]1)[CH2:3][CH:2]2C[OH:9].C(N(CC)CC)C.[C:17](Cl)(=O)[CH:18]=[CH:19][C:20]1C=CC=[CH:22][CH:21]=1.[CH2:28]1[CH2:32][O:31][CH2:30][CH2:29]1. The catalyst is C(OCC)(=O)C. The product is [CH:1]12[CH2:7][CH:4]([CH:3]=[CH:2]1)[CH2:5][CH2:6]2.[CH3:22][C:21]1[CH:20]=[CH:19][CH:18]=[CH:17][C:32]=1[CH:28]=[CH:29][C:30]([O-:9])=[O:31]. The yield is 0.880. (6) The catalyst is ClCCl.O1CCOCC1. The yield is 0.200. The reactants are [CH2:1]([N:3]1[CH:8]2[CH2:9][CH2:10][CH:4]1[CH2:5][CH:6]([C:11]1[N:16]3[N:17]=[C:18]([C:27]4[CH:32]=[CH:31][N:30]=[CH:29][CH:28]=4)[C:19]([C:20]4[CH:26]=[CH:25][C:23]([NH2:24])=[CH:22][CH:21]=4)=[C:15]3[N:14]=[CH:13][CH:12]=1)[CH2:7]2)[CH3:2].C([N:35]([CH2:38]C)CC)C.ClC(Cl)([O:43]C(=O)OC(Cl)(Cl)Cl)Cl.N. The product is [CH2:1]([N:3]1[CH:4]2[CH2:10][CH2:9][CH:8]1[CH2:7][CH:6]([C:11]1[N:16]3[N:17]=[C:18]([C:27]4[CH:28]=[CH:29][N:30]=[CH:31][CH:32]=4)[C:19]([C:20]4[CH:26]=[CH:25][C:23]([NH:24][C:38]([NH2:35])=[O:43])=[CH:22][CH:21]=4)=[C:15]3[N:14]=[CH:13][CH:12]=1)[CH2:5]2)[CH3:2]. (7) The product is [Cl:1][C:2]1[CH:19]=[CH:18][C:5]([O:6][C:7]2[C:12]([F:13])=[CH:11][C:10]([NH2:14])=[CH:9][C:8]=2[F:17])=[CH:4][CH:3]=1. The reactants are [Cl:1][C:2]1[CH:19]=[CH:18][C:5]([O:6][C:7]2[C:12]([F:13])=[CH:11][C:10]([N+:14]([O-])=O)=[CH:9][C:8]=2[F:17])=[CH:4][CH:3]=1.C1(C)C=CC=CC=1.C([O-])(=O)C.[NH4+]. The yield is 1.13. The catalyst is [Fe].O. (8) The yield is 0.865. The product is [Cl:3][C:4]1[C:9]([F:10])=[CH:8][CH:7]=[C:6]([Cl:11])[C:5]=1[CH:12]([OH:14])[CH3:13]. The reactants are [BH4-].[Na+].[Cl:3][C:4]1[C:9]([F:10])=[CH:8][CH:7]=[C:6]([Cl:11])[C:5]=1[C:12](=[O:14])[CH3:13]. The catalyst is CO. (9) The reactants are [Br:1][C:2]1[CH:20]=[CH:19][C:5]([O:6][CH2:7][CH:8]2[CH2:13][CH2:12][N:11]([CH2:14][C:15]([CH3:18])(O)[CH3:16])[CH2:10][CH2:9]2)=[C:4]([F:21])[CH:3]=1.CCN(S(F)(F)[F:28])CC.C([O-])(O)=O.[Na+]. The catalyst is C(Cl)Cl. The product is [Br:1][C:2]1[CH:20]=[CH:19][C:5]([O:6][CH2:7][CH:8]2[CH2:13][CH2:12][N:11]([CH2:14][C:15]([F:28])([CH3:18])[CH3:16])[CH2:10][CH2:9]2)=[C:4]([F:21])[CH:3]=1. The yield is 0.670.